This data is from Catalyst prediction with 721,799 reactions and 888 catalyst types from USPTO. The task is: Predict which catalyst facilitates the given reaction. (1) Reactant: C([O:8][C@H:9]1[CH2:14][CH2:13][CH2:12][CH2:11][C@@H:10]1[NH:15][C:16]1[CH:24]=[C:23]([N:25]2[C:33]3[CH2:32][C:31]([CH3:35])([CH3:34])[CH2:30][C:29](=[O:36])[C:28]=3[C:27]([C:37]([F:40])([F:39])[F:38])=[N:26]2)[CH:22]=[CH:21][C:17]=1[C:18]([NH2:20])=[O:19])C1C=CC=CC=1. Product: [CH3:34][C:31]1([CH3:35])[CH2:32][C:33]2[N:25]([C:23]3[CH:22]=[CH:21][C:17]([C:18]([NH2:20])=[O:19])=[C:16]([NH:15][C@H:10]4[CH2:11][CH2:12][CH2:13][CH2:14][C@@H:9]4[OH:8])[CH:24]=3)[N:26]=[C:27]([C:37]([F:39])([F:40])[F:38])[C:28]=2[C:29](=[O:36])[CH2:30]1. The catalyst class is: 19. (2) Product: [CH3:1][O:2][C:3](=[O:16])[C:4]1[CH:9]=[C:8]([S:10](=[O:14])(=[O:13])[NH:11][CH3:12])[CH:7]=[CH:6][C:5]=1[O:15][CH2:29][C:30]([F:33])([F:32])[F:31]. Reactant: [CH3:1][O:2][C:3](=[O:16])[C:4]1[CH:9]=[C:8]([S:10](=[O:14])(=[O:13])[NH:11][CH3:12])[CH:7]=[CH:6][C:5]=1[OH:15].C(=O)([O-])[O-].[K+].[K+].FC(F)(F)S(O[CH2:29][C:30]([F:33])([F:32])[F:31])(=O)=O. The catalyst class is: 21. (3) Reactant: C(N(CC)CC)C.Cl.[O:9]=[C:10]1[CH:15]([N:16]2[C:24](=[O:25])[C:23]3[C:18](=[CH:19][CH:20]=[CH:21][C:22]=3[CH2:26][NH:27][CH3:28])[C:17]2=[O:29])[CH2:14][CH2:13][C:12](=[O:30])[NH:11]1.[C:31]1([N:37]=[C:38]=[O:39])[CH:36]=[CH:35][CH:34]=[CH:33][CH:32]=1. Product: [O:9]=[C:10]1[CH:15]([N:16]2[C:24](=[O:25])[C:23]3[C:18](=[CH:19][CH:20]=[CH:21][C:22]=3[CH2:26][N:27]([CH3:28])[C:38]([NH:37][C:31]3[CH:36]=[CH:35][CH:34]=[CH:33][CH:32]=3)=[O:39])[C:17]2=[O:29])[CH2:14][CH2:13][C:12](=[O:30])[NH:11]1. The catalyst class is: 1. (4) Reactant: [CH3:1][O:2][C:3](=[O:12])[C:4]1[CH:9]=[CH:8][N:7]=[C:6](Cl)[C:5]=1[Cl:11].[CH3:13][N:14](C=O)C. Product: [CH3:1][O:2][C:3](=[O:12])[C:4]1[CH:9]=[CH:8][N:7]=[C:6]([C:13]#[N:14])[C:5]=1[Cl:11]. The catalyst class is: 267. (5) Reactant: [CH3:1][C:2]1[O:6][C:5]([C:7]2[CH:12]=[CH:11][CH:10]=[CH:9][CH:8]=2)=[N:4][C:3]=1[CH2:13][O:14][C:15]1[CH:38]=[CH:37][C:18]([CH2:19][C:20]2[S:21][C:22]([C:31]3[CH:36]=[CH:35][CH:34]=[CH:33][CH:32]=3)=[C:23]([CH2:25][CH2:26][C:27]([O:29]C)=[O:28])[N:24]=2)=[CH:17][CH:16]=1.O.[OH-].[Li+].O1CCCC1.Cl. Product: [CH3:1][C:2]1[O:6][C:5]([C:7]2[CH:8]=[CH:9][CH:10]=[CH:11][CH:12]=2)=[N:4][C:3]=1[CH2:13][O:14][C:15]1[CH:38]=[CH:37][C:18]([CH2:19][C:20]2[S:21][C:22]([C:31]3[CH:32]=[CH:33][CH:34]=[CH:35][CH:36]=3)=[C:23]([CH2:25][CH2:26][C:27]([OH:29])=[O:28])[N:24]=2)=[CH:17][CH:16]=1. The catalyst class is: 24. (6) Reactant: [N+](=[CH2:3])=[N-].[C:4]([C:8]1[CH:13]=[CH:12][CH:11]=[CH:10][C:9]=1[O:14][C:15]([CH2:17][C:18]([NH:21][S:22]([C:25]([F:28])([F:27])[F:26])(=[O:24])=[O:23])([CH3:20])[CH3:19])=[O:16])([CH3:7])([CH3:6])[CH3:5]. Product: [CH3:3][N:21]([C:18]([CH3:20])([CH3:19])[CH2:17][C:15]([O:14][C:9]1[CH:10]=[CH:11][CH:12]=[CH:13][C:8]=1[C:4]([CH3:5])([CH3:6])[CH3:7])=[O:16])[S:22]([C:25]([F:28])([F:26])[F:27])(=[O:24])=[O:23]. The catalyst class is: 28. (7) Reactant: [Cl:1][C:2]1[N:7]=[C:6]([C:8]([O:10][CH3:11])=[O:9])[CH:5]=[C:4](Cl)[N:3]=1.[CH3:13][C@@H:14]1[NH:19][CH2:18][CH2:17][O:16][CH2:15]1.CCN(C(C)C)C(C)C.[N-]=C=O. The catalyst class is: 2. Product: [Cl:1][C:2]1[N:7]=[C:6]([C:8]([O:10][CH3:11])=[O:9])[CH:5]=[C:4]([N:19]2[CH2:18][CH2:17][O:16][CH2:15][C@@H:14]2[CH3:13])[N:3]=1.